This data is from Catalyst prediction with 721,799 reactions and 888 catalyst types from USPTO. The task is: Predict which catalyst facilitates the given reaction. (1) Reactant: N(C(OC(C)(C)C)=O)=NC(OC(C)(C)C)=O.[Cl:17][C:18]1[C:19]([C:26]#[N:27])=[N:20][CH:21]=[C:22]([CH2:24][OH:25])[CH:23]=1.[C:28]1(O)[CH:33]=[CH:32][CH:31]=[CH:30][CH:29]=1.C1(P(C2C=CC=CC=2)C2C=CC=CC=2)C=CC=CC=1. Product: [Cl:17][C:18]1[C:19]([C:26]#[N:27])=[N:20][CH:21]=[C:22]([CH2:24][O:25][C:28]2[CH:33]=[CH:32][CH:31]=[CH:30][CH:29]=2)[CH:23]=1. The catalyst class is: 49. (2) The catalyst class is: 7. Reactant: [CH3:1][O:2][C:3]([CH:5]1[CH2:9][CH2:8][N:7]([CH2:10][CH:11]2[O:16][C:15]3[CH:17]=[CH:18][CH:19]=[CH:20][C:14]=3[O:13][CH2:12]2)[CH2:6]1)=[O:4].[CH:21](NC(C)C)(C)C.[Li].IC. Product: [CH3:1][O:2][C:3]([C:5]1([CH3:21])[CH2:9][CH2:8][N:7]([CH2:10][CH:11]2[O:16][C:15]3[CH:17]=[CH:18][CH:19]=[CH:20][C:14]=3[O:13][CH2:12]2)[CH2:6]1)=[O:4]. (3) The catalyst class is: 207. Reactant: C1OCCOCCOCCOCCOCCOC1.FC(F)(F)COP([CH2:31][C:32]([O:34][CH3:35])=[O:33])(OCC(F)(F)F)=O.C[Si]([N-][Si](C)(C)C)(C)C.[K+].[CH:48](=O)[C:49]1[CH:54]=[CH:53][CH:52]=[CH:51][CH:50]=1. Product: [C:49]1(/[CH:48]=[CH:31]\[C:32]([O:34][CH3:35])=[O:33])[CH:54]=[CH:53][CH:52]=[CH:51][CH:50]=1. (4) Reactant: [Cl:1][C:2]1[CH:3]=[N:4][C:5]([N:8]2[CH2:13][CH2:12][CH:11]([C@H:14]3[CH2:16][C@H:15]3[CH2:17][CH2:18][O:19][C:20]3[CH:25]=[CH:24][C:23]([CH2:26][C:27]([OH:29])=O)=[C:22]([F:30])[CH:21]=3)[CH2:10][CH2:9]2)=[N:6][CH:7]=1.[NH:31]1[CH2:34][CH2:33][CH2:32]1.C(N(CC)C(C)C)(C)C.CN(C(ON1N=NC2C=CC=NC1=2)=[N+](C)C)C.F[P-](F)(F)(F)(F)F. Product: [N:31]1([C:27](=[O:29])[CH2:26][C:23]2[CH:24]=[CH:25][C:20]([O:19][CH2:18][CH2:17][C@@H:15]3[CH2:16][C@@H:14]3[CH:11]3[CH2:10][CH2:9][N:8]([C:5]4[N:6]=[CH:7][C:2]([Cl:1])=[CH:3][N:4]=4)[CH2:13][CH2:12]3)=[CH:21][C:22]=2[F:30])[CH2:34][CH2:33][CH2:32]1. The catalyst class is: 3. (5) Reactant: C([S@@]([N:7]1[CH2:11][CH2:10][CH2:9][C@@H:8]1[C:12]1[CH:13]=[N:14][CH:15]=[C:16]([F:18])[CH:17]=1)=O)(C)(C)C.Cl. Product: [F:18][C:16]1[CH:15]=[N:14][CH:13]=[C:12]([C@H:8]2[CH2:9][CH2:10][CH2:11][NH:7]2)[CH:17]=1. The catalyst class is: 5. (6) Reactant: [Br:1][C:2]1[CH:14]=[CH:13][C:12]2[C:11]3[C:6](=[CH:7][C:8]([Br:15])=[CH:9][CH:10]=3)[C:5]([C:17]3[CH:22]=[CH:21][CH:20]=[CH:19][C:18]=3[C:23]3[CH:24]=[CH:25][C:26]4[N:27]([C:36]5[CH:41]=[CH:40][CH:39]=[CH:38][CH:37]=5)[C:28]5[C:33]([C:34]=4[CH:35]=3)=[CH:32][CH:31]=[CH:30][CH:29]=5)(O)[C:4]=2[CH:3]=1.CC(O)=O.Cl. Product: [Br:1][C:2]1[CH:14]=[CH:13][C:12]2[C:11]3[C:6]([C:5]4([C:24]5=[CH:25][C:26]6[N:27]([C:36]7[CH:41]=[CH:40][CH:39]=[CH:38][CH:37]=7)[C:28]7[C:33]([C:34]=6[CH:35]=[C:23]5[C:18]5[C:17]4=[CH:22][CH:21]=[CH:20][CH:19]=5)=[CH:32][CH:31]=[CH:30][CH:29]=7)[C:4]=2[CH:3]=1)=[CH:7][C:8]([Br:15])=[CH:9][CH:10]=3.[Br:1][C:2]1[CH:14]=[CH:13][C:12]2[C:11]3[C:6]([C:5]4([C:35]5[C:34]6[C:33]7[C:28](=[CH:29][CH:30]=[CH:31][CH:32]=7)[N:27]([C:36]7[CH:41]=[CH:40][CH:39]=[CH:38][CH:37]=7)[C:26]=6[CH:25]=[CH:24][C:23]=5[C:18]5[CH:19]=[CH:20][CH:21]=[CH:22][C:17]4=5)[C:4]=2[CH:3]=1)=[CH:7][C:8]([Br:15])=[CH:9][CH:10]=3. The catalyst class is: 6. (7) Reactant: [N+:1]([C:4]1[CH:5]=[C:6]([CH2:10][C:11]#[N:12])[CH:7]=[CH:8][CH:9]=1)([O-])=O. Product: [NH2:1][C:4]1[CH:5]=[C:6]([CH2:10][C:11]#[N:12])[CH:7]=[CH:8][CH:9]=1. The catalyst class is: 409. (8) Reactant: [OH:1][C:2]1[CH:3]=[C:4]([CH:8]=[CH:9][C:10]=1[I:11])[C:5]([OH:7])=O.C(Cl)(=O)C(Cl)=O.[CH2:18]([NH:20][CH2:21][CH3:22])[CH3:19]. Product: [CH2:18]([N:20]([CH2:21][CH3:22])[C:5](=[O:7])[C:4]1[CH:8]=[CH:9][C:10]([I:11])=[C:2]([OH:1])[CH:3]=1)[CH3:19]. The catalyst class is: 606. (9) Reactant: [CH3:1][C:2]1[C:15]2[N:14]([CH2:16][CH2:17][CH2:18][NH2:19])[C:13]3[C:8](=[CH:9][CH:10]=[CH:11][CH:12]=3)S[C:6]=2[CH:5]=[CH:4][C:3]=1[CH3:20].O[O:22][S:23]([O-:25])=O.[K+]. Product: [CH3:1][C:2]1[C:15]2[N:14]([CH2:16][CH2:17][CH2:18][NH2:19])[C:13]3[C:12](=[CH:11][CH:10]=[CH:9][CH:8]=3)[S:23](=[O:25])(=[O:22])[C:6]=2[CH:5]=[CH:4][C:3]=1[CH3:20]. The catalyst class is: 24.